This data is from NCI-60 drug combinations with 297,098 pairs across 59 cell lines. The task is: Regression. Given two drug SMILES strings and cell line genomic features, predict the synergy score measuring deviation from expected non-interaction effect. (1) Synergy scores: CSS=6.79, Synergy_ZIP=1.52, Synergy_Bliss=-6.33, Synergy_Loewe=4.95, Synergy_HSA=-7.48. Cell line: NCI-H322M. Drug 2: C1CCC(C(C1)N)N.C(=O)(C(=O)[O-])[O-].[Pt+4]. Drug 1: CC1=C2C(C(=O)C3(C(CC4C(C3C(C(C2(C)C)(CC1OC(=O)C(C(C5=CC=CC=C5)NC(=O)OC(C)(C)C)O)O)OC(=O)C6=CC=CC=C6)(CO4)OC(=O)C)O)C)O. (2) Drug 1: CC1OCC2C(O1)C(C(C(O2)OC3C4COC(=O)C4C(C5=CC6=C(C=C35)OCO6)C7=CC(=C(C(=C7)OC)O)OC)O)O. Drug 2: CNC(=O)C1=NC=CC(=C1)OC2=CC=C(C=C2)NC(=O)NC3=CC(=C(C=C3)Cl)C(F)(F)F. Cell line: NCI-H460. Synergy scores: CSS=56.3, Synergy_ZIP=-0.102, Synergy_Bliss=-0.672, Synergy_Loewe=0.348, Synergy_HSA=1.38.